This data is from Reaction yield outcomes from USPTO patents with 853,638 reactions. The task is: Predict the reaction yield, written as a fraction of the theoretical maximum amount of product (1.0 means a 100% yield; for example, 0.34 means a 34% yield). (1) The reactants are [CH3:1][O:2][C:3]1[CH:4]=[C:5]([CH:15]=[C:16]([N+:18]([O-])=O)[CH:17]=1)[C:6]([N:8]1[CH2:13][CH2:12][N:11]([CH3:14])[CH2:10][CH2:9]1)=[O:7]. The catalyst is CC(O)=O.CCO.[Fe]. The product is [CH3:1][O:2][C:3]1[CH:17]=[C:16]([CH:15]=[C:5]([C:6]([N:8]2[CH2:9][CH2:10][N:11]([CH3:14])[CH2:12][CH2:13]2)=[O:7])[CH:4]=1)[NH2:18]. The yield is 0.620. (2) The reactants are [C:1]([Si:5]([CH3:31])([CH3:30])[O:6][CH2:7][C@@H:8]([C@@H:17]1[C@@H:21]([C:22]2[CH:27]=[CH:26][C:25]([Cl:28])=[C:24]([Cl:29])[CH:23]=2)[CH2:20][NH:19][CH2:18]1)[O:9][C:10]1[CH:15]=[CH:14][C:13]([Cl:16])=[CH:12][N:11]=1)([CH3:4])([CH3:3])[CH3:2].CCN(C(C)C)C(C)C.CN(C(ON1N=NC2C=CC=NC1=2)=[N+](C)C)C.F[P-](F)(F)(F)(F)F.[CH3:65][C:66]1[N:71]=[N:70][CH:69]=[C:68]([C:72](O)=[O:73])[CH:67]=1. The catalyst is CN(C=O)C.C(OCC)(=O)C. The product is [C:1]([Si:5]([CH3:31])([CH3:30])[O:6][CH2:7][C@@H:8]([C@@H:17]1[C@@H:21]([C:22]2[CH:27]=[CH:26][C:25]([Cl:28])=[C:24]([Cl:29])[CH:23]=2)[CH2:20][N:19]([C:72]([C:68]2[CH:67]=[C:66]([CH3:65])[N:71]=[N:70][CH:69]=2)=[O:73])[CH2:18]1)[O:9][C:10]1[CH:15]=[CH:14][C:13]([Cl:16])=[CH:12][N:11]=1)([CH3:4])([CH3:3])[CH3:2]. The yield is 0.270.